This data is from Full USPTO retrosynthesis dataset with 1.9M reactions from patents (1976-2016). The task is: Predict the reactants needed to synthesize the given product. Given the product [NH2:39][C:37](=[O:38])[CH2:36][N:20]1[C:21]2[C:17](=[CH:16][C:15]([NH:14][C:12]([C:8]3[CH:7]=[C:6]([N:5]([CH2:4][CH:1]4[CH2:3][CH2:2]4)[CH2:24][CH2:25][CH3:26])[N:11]=[CH:10][N:9]=3)=[O:13])=[CH:23][CH:22]=2)[CH:18]=[N:19]1, predict the reactants needed to synthesize it. The reactants are: [CH:1]1([CH2:4][N:5]([CH2:24][CH2:25][CH3:26])[C:6]2[N:11]=[CH:10][N:9]=[C:8]([C:12]([NH:14][C:15]3[CH:16]=[C:17]4[C:21](=[CH:22][CH:23]=3)[NH:20][N:19]=[CH:18]4)=[O:13])[CH:7]=2)[CH2:3][CH2:2]1.C(=O)([O-])[O-].[K+].[K+].[I-].[K+].Br[CH2:36][C:37]([NH2:39])=[O:38].